Predict the reactants needed to synthesize the given product. From a dataset of Full USPTO retrosynthesis dataset with 1.9M reactions from patents (1976-2016). (1) Given the product [ClH:39].[ClH:39].[CH2:28]([O:27][C:24]1[CH:25]=[CH:26][C:21]([C:19]2[CH:20]=[C:15]([O:14][CH:11]3[CH2:12][CH2:13][NH:8][CH2:9][CH2:10]3)[N:16]=[N:17][C:18]=2[CH2:35][CH2:36][CH2:37][CH3:38])=[CH:22][CH:23]=1)[C:29]1[CH:30]=[CH:31][CH:32]=[CH:33][CH:34]=1, predict the reactants needed to synthesize it. The reactants are: C(OC([N:8]1[CH2:13][CH2:12][CH:11]([O:14][C:15]2[N:16]=[N:17][C:18]([CH2:35][CH2:36][CH2:37][CH3:38])=[C:19]([C:21]3[CH:26]=[CH:25][C:24]([O:27][CH2:28][C:29]4[CH:34]=[CH:33][CH:32]=[CH:31][CH:30]=4)=[CH:23][CH:22]=3)[CH:20]=2)[CH2:10][CH2:9]1)=O)(C)(C)C.[ClH:39]. (2) The reactants are: [CH3:1][N:2]([CH:10]1[CH2:15][CH2:14][NH:13][CH2:12][CH2:11]1)[C:3](=[O:9])[O:4][C:5]([CH3:8])([CH3:7])[CH3:6].[C:16](Cl)(=[O:27])[O:17][CH2:18][C:19]1[CH:24]=[C:23]([Cl:25])[CH:22]=[C:21]([Cl:26])[CH:20]=1.C(=O)(O)[O-].[Na+]. Given the product [C:5]([O:4][C:3]([N:2]([CH3:1])[CH:10]1[CH2:11][CH2:12][N:13]([C:16]([O:17][CH2:18][C:19]2[CH:20]=[C:21]([Cl:26])[CH:22]=[C:23]([Cl:25])[CH:24]=2)=[O:27])[CH2:14][CH2:15]1)=[O:9])([CH3:8])([CH3:6])[CH3:7], predict the reactants needed to synthesize it. (3) Given the product [F:12][C:13]1[CH:14]=[C:15]([C:20]2[N:24]([CH3:25])[C:23]([S:26]([CH3:27])(=[O:9])=[O:28])=[N:22][N:21]=2)[CH:16]=[C:17]([F:19])[CH:18]=1, predict the reactants needed to synthesize it. The reactants are: C1C=C(Cl)C=C(C(OO)=[O:9])C=1.[F:12][C:13]1[CH:14]=[C:15]([C:20]2[N:24]([CH3:25])[C:23]([S:26][CH3:27])=[N:22][N:21]=2)[CH:16]=[C:17]([F:19])[CH:18]=1.[OH-:28].[Na+]. (4) Given the product [C:1]([C:3]1[CH:8]=[CH:7][C:6]([C:9]2[CH:16]=[CH:15][CH:14]=[CH:13][C:10]=2[CH2:11][Cl:19])=[CH:5][CH:4]=1)#[N:2], predict the reactants needed to synthesize it. The reactants are: [C:1]([C:3]1[CH:8]=[CH:7][C:6]([C:9]2[CH:16]=[CH:15][CH:14]=[CH:13][C:10]=2[CH2:11]O)=[CH:5][CH:4]=1)#[N:2].O=S(Cl)[Cl:19].[Li+].[Cl-]. (5) The reactants are: [C:1]([N:5]1[CH2:8][CH:7]([C:9]2[CH:14]=[CH:13][C:12]([NH:15][S:16]([C:19]3[CH:24]=[CH:23][C:22]([O:25][C:26]([F:29])([F:28])[F:27])=[CH:21][CH:20]=3)(=[O:18])=[O:17])=[CH:11][CH:10]=2)[CH2:6]1)(=O)[CH2:2][CH3:3].B.C1COCC1. Given the product [CH2:1]([N:5]1[CH2:8][CH:7]([C:9]2[CH:14]=[CH:13][C:12]([NH:15][S:16]([C:19]3[CH:24]=[CH:23][C:22]([O:25][C:26]([F:29])([F:28])[F:27])=[CH:21][CH:20]=3)(=[O:18])=[O:17])=[CH:11][CH:10]=2)[CH2:6]1)[CH2:2][CH3:3], predict the reactants needed to synthesize it. (6) Given the product [CH:16]([C:7]1[CH:6]=[C:5]2[C:4]([C:3](=[O:20])[N:37]([NH:36][S:33]([CH3:32])(=[O:35])=[O:34])[C:25](=[O:24])[NH:19]2)=[CH:9][C:8]=1[C:10]1[CH:15]=[CH:14][N:13]=[N:12][CH:11]=1)([CH3:17])[CH3:18], predict the reactants needed to synthesize it. The reactants are: CO[C:3](=[O:20])[C:4]1[CH:9]=[C:8]([C:10]2[CH:15]=[CH:14][N:13]=[N:12][CH:11]=2)[C:7]([CH:16]([CH3:18])[CH3:17])=[CH:6][C:5]=1[NH2:19].ClC([O:24][C:25]1C=CC(Cl)=CC=1)=O.[CH3:32][S:33]([NH:36][NH2:37])(=[O:35])=[O:34].CCN(C(C)C)C(C)C. (7) Given the product [C:12]1([S:18]([N:1]2[C:9]3=[N:8][CH:7]=[CH:6][CH:5]=[C:4]3[CH:3]=[CH:2]2)(=[O:20])=[O:19])[CH:17]=[CH:16][CH:15]=[CH:14][CH:13]=1, predict the reactants needed to synthesize it. The reactants are: [NH:1]1[C:9]2[C:4](=[CH:5][CH:6]=[CH:7][N:8]=2)[CH:3]=[CH:2]1.[OH-].[Na+].[C:12]1([S:18](Cl)(=[O:20])=[O:19])[CH:17]=[CH:16][CH:15]=[CH:14][CH:13]=1. (8) Given the product [CH2:1]([CH:3]([CH2:9][CH2:10][CH2:11][CH3:12])[CH2:4][SiH:5]([Cl:6])[Cl:7])[CH3:2], predict the reactants needed to synthesize it. The reactants are: [CH2:1]([CH:3]([CH2:9][CH2:10][CH2:11][CH3:12])[CH2:4][Si:5](Cl)([Cl:7])[Cl:6])[CH3:2].C[SiH](Cl)Cl.